From a dataset of Forward reaction prediction with 1.9M reactions from USPTO patents (1976-2016). Predict the product of the given reaction. (1) Given the reactants [Cl:1]C1C(CC)=NC=C(CC)N=1.[CH:12]1([CH:15]2[NH:20][C:19](=O)[CH:18]([CH:22]3[CH2:24][CH2:23]3)[NH:17][C:16]2=O)[CH2:14][CH2:13]1, predict the reaction product. The product is: [Cl:1][C:19]1[C:18]([CH:22]2[CH2:24][CH2:23]2)=[N:17][CH:16]=[C:15]([CH:12]2[CH2:14][CH2:13]2)[N:20]=1. (2) Given the reactants [H-].[Na+].[OH:3][CH2:4][C:5]1[CH:6]=[N:7][C:8]([O:13][C:14]2[CH:19]=[CH:18][CH:17]=[C:16]([C:20]([F:23])([F:22])[F:21])[CH:15]=2)=[C:9]([CH:12]=1)[C:10]#[N:11].Cl[C:25]1[CH:26]=[C:27]2[N:34]([C:35]([O:37][C:38]([CH3:41])([CH3:40])[CH3:39])=[O:36])[CH2:33][CH2:32][N:28]2[C:29](=[O:31])[N:30]=1, predict the reaction product. The product is: [C:10]([C:9]1[CH:12]=[C:5]([CH2:4][O:3][C:25]2[CH:26]=[C:27]3[N:34]([C:35]([O:37][C:38]([CH3:41])([CH3:40])[CH3:39])=[O:36])[CH2:33][CH2:32][N:28]3[C:29](=[O:31])[N:30]=2)[CH:6]=[N:7][C:8]=1[O:13][C:14]1[CH:19]=[CH:18][CH:17]=[C:16]([C:20]([F:23])([F:21])[F:22])[CH:15]=1)#[N:11]. (3) Given the reactants [C:1]([C:3]1[CH:4]=[C:5]([CH2:9][N:10]2[C:15](=[O:16])[C:14]([C:17](OCC)=[O:18])=[C:13]([OH:22])[C:12]([CH:23]([CH3:25])[CH3:24])=[N:11]2)[CH:6]=[CH:7][CH:8]=1)#[N:2].[H-].[Na+].BrCC1C=CC=C(C#[N:37])C=1.Cl.CC[O:41][C:42]([CH3:44])=[O:43], predict the reaction product. The product is: [C:1]([C:3]1[CH:4]=[C:5]([CH2:9][N:10]2[C:15](=[O:16])[C:14]([C:17]([NH:37][CH2:44][C:42]([OH:41])=[O:43])=[O:18])=[C:13]([OH:22])[C:12]([CH:23]([CH3:24])[CH3:25])=[N:11]2)[CH:6]=[CH:7][CH:8]=1)#[N:2]. (4) Given the reactants [Cl:1][CH2:2][CH:3]([C:5]1[CH:10]=[CH:9][CH:8]=[CH:7][CH:6]=1)[OH:4].[CH3:11][C:12]1[N:13]=[CH:14][S:15][C:16]=1[CH3:17], predict the reaction product. The product is: [Cl-:1].[C:5]1([CH:3]([OH:4])[CH2:2][N+:13]2[C:12]([CH3:11])=[C:16]([CH3:17])[S:15][CH:14]=2)[CH:10]=[CH:9][CH:8]=[CH:7][CH:6]=1. (5) Given the reactants [Cl:1][C:2]1[CH:8]=[CH:7][C:5]([OH:6])=[CH:4][C:3]=1[OH:9].[F:10][CH2:11][CH2:12][O:13][C:14]1[CH:15]=[C:16]([CH2:20][C:21]([OH:23])=O)[CH:17]=[CH:18][CH:19]=1.P(Cl)(Cl)(Cl)(Cl)Cl.[CH3:30]N(C=O)C, predict the reaction product. The product is: [Cl:1][C:2]1[CH:8]=[C:7]2[C:5](=[CH:4][C:3]=1[OH:9])[O:6][CH:30]=[C:20]([C:16]1[CH:17]=[CH:18][CH:19]=[C:14]([O:13][CH2:12][CH2:11][F:10])[CH:15]=1)[C:21]2=[O:23]. (6) The product is: [CH3:1][NH:2][C:3](=[O:14])[O:4][CH2:5][C:6]1[CH:11]=[C:10]([C:20](=[O:22])[CH3:21])[CH:9]=[CH:8][C:7]=1[Cl:13]. Given the reactants [CH3:1][NH:2][C:3](=[O:14])[O:4][CH2:5][C:6]1[CH:11]=[C:10](Br)[CH:9]=[CH:8][C:7]=1[Cl:13].C([Sn](CCCC)(CCCC)[C:20]([O:22]CC)=[CH2:21])CCC, predict the reaction product.